From a dataset of Forward reaction prediction with 1.9M reactions from USPTO patents (1976-2016). Predict the product of the given reaction. (1) Given the reactants Br[C:2]1[N:6]=[CH:5][N:4]([C:7]2[CH:12]=[CH:11][CH:10]=[CH:9][N:8]=2)[N:3]=1.[Cl:13][C:14]1[CH:15]=[C:16](B(O)O)[CH:17]=[CH:18][CH:19]=1.C(=O)([O-])[O-].[K+].[K+].CCOC(C)=O, predict the reaction product. The product is: [Cl:13][C:14]1[CH:19]=[C:18]([C:2]2[N:6]=[CH:5][N:4]([C:7]3[CH:12]=[CH:11][CH:10]=[CH:9][N:8]=3)[N:3]=2)[CH:17]=[CH:16][CH:15]=1. (2) The product is: [N:14]1[CH:15]=[CH:16][N:17]=[CH:18][C:13]=1[NH:1][C:2]1[CH:3]=[CH:4][C:5]([C:6]([O:8][CH3:9])=[O:7])=[CH:10][CH:11]=1. Given the reactants [NH2:1][C:2]1[CH:11]=[CH:10][C:5]([C:6]([O:8][CH3:9])=[O:7])=[CH:4][CH:3]=1.Cl[C:13]1[CH:18]=[N:17][CH:16]=[CH:15][N:14]=1, predict the reaction product. (3) Given the reactants [ClH:1].Cl.[CH3:3][C:4]1[CH:13]=[CH:12][C:11]2[C:6](=[CH:7][CH:8]=[CH:9][C:10]=2[N:14]2[CH2:19][CH2:18][N:17]([CH2:20][CH2:21][C:22]3[CH:23]=[C:24]([N:28]4[CH2:32][CH2:31][NH:30][C:29]4=[O:33])[CH:25]=[CH:26][CH:27]=3)[CH2:16][CH2:15]2)[N:5]=1.[H-].[Na+].I[CH:37]([CH3:39])[CH3:38], predict the reaction product. The product is: [ClH:1].[ClH:1].[CH3:38][CH:37]([N:30]1[CH2:31][CH2:32][N:28]([C:24]2[CH:25]=[CH:26][CH:27]=[C:22]([CH2:21][CH2:20][N:17]3[CH2:18][CH2:19][N:14]([C:10]4[CH:9]=[CH:8][CH:7]=[C:6]5[C:11]=4[CH:12]=[CH:13][C:4]([CH3:3])=[N:5]5)[CH2:15][CH2:16]3)[CH:23]=2)[C:29]1=[O:33])[CH3:39]. (4) Given the reactants N.[N:2]1([C:7]2[C:8]([C:13]#[N:14])=[N:9][CH:10]=[CH:11][CH:12]=2)[CH:6]=[N:5][CH:4]=[N:3]1.OCC1(OC[C@@H](O)[C@@H](O)[C@H]1O)O.[C:27](O[C:27]([O:29][C:30]([CH3:33])([CH3:32])[CH3:31])=[O:28])([O:29][C:30]([CH3:33])([CH3:32])[CH3:31])=[O:28], predict the reaction product. The product is: [C:30]([O:29][C:27](=[O:28])[NH:14][CH2:13][C:8]1[C:7]([N:2]2[CH:6]=[N:5][CH:4]=[N:3]2)=[CH:12][CH:11]=[CH:10][N:9]=1)([CH3:33])([CH3:32])[CH3:31].